Predict the reactants needed to synthesize the given product. From a dataset of Full USPTO retrosynthesis dataset with 1.9M reactions from patents (1976-2016). (1) Given the product [Br:1][C:2]1[CH:3]=[CH:4][C:5]([N:8]2[C:12]([CH:13]3[CH2:14][CH2:15]3)=[CH:11][C:10]([C:16]3[O:18][C:19](=[O:28])[N:41]([CH3:38])[N:42]=3)=[N:9]2)=[N:6][CH:7]=1, predict the reactants needed to synthesize it. The reactants are: [Br:1][C:2]1[CH:3]=[CH:4][C:5]([N:8]2[C:12]([CH:13]3[CH2:15][CH2:14]3)=[CH:11][C:10]([C:16]([O:18][CH2:19]C)=O)=[N:9]2)=[N:6][CH:7]=1.C1(C(=O)CC(=O)C(OCC)=[O:28])CC1.BrC1C=C[C:38]([NH:41][NH2:42])=NC=1. (2) Given the product [O:27]=[C:26]1[CH:25]([N:24]2[C:20](=[O:22])[C:12]3[C:13](=[CH:17][CH:18]=[CH:19][C:11]=3[NH:10][C:4]3[CH:5]=[CH:6][C:7]([O:8][CH3:9])=[C:2]([OH:1])[CH:3]=3)[C:14]2=[O:16])[CH2:31][CH2:30][C:29](=[O:32])[NH:28]1, predict the reactants needed to synthesize it. The reactants are: [OH:1][C:2]1[CH:3]=[C:4]([NH:10][C:11]2[CH:19]=[CH:18][CH:17]=[C:13]([C:14]([OH:16])=O)[C:12]=2[C:20]([OH:22])=O)[CH:5]=[CH:6][C:7]=1[O:8][CH3:9].Cl.[NH2:24][CH:25]1[CH2:31][CH2:30][C:29](=[O:32])[NH:28][C:26]1=[O:27]. (3) Given the product [CH3:36][O:32][C:33](=[O:34])[CH:35]=[C:8]1[CH2:9][CH2:10][C:5]2([O:4][CH2:3][CH2:2][O:1]2)[CH2:6][CH2:7]1, predict the reactants needed to synthesize it. The reactants are: [O:1]1[C:5]2([CH2:10][CH2:9][C:8](=O)[CH2:7][CH2:6]2)[O:4][CH2:3][CH2:2]1.CC1C([P+]([O:32][C:33]([CH3:35])=[O:34])(C2C=CC=CC=2)C2C=CC=CC=2)=CC=CC=1.[C:36]1(C)C=CC=CC=1. (4) Given the product [Cl:3][C:4]1[CH:5]=[C:6]([CH2:11][N:12]([CH3:17])[C:13](=[O:15])[CH3:14])[CH:7]=[N:8][C:9]=1[Cl:10], predict the reactants needed to synthesize it. The reactants are: [H-].[Na+].[Cl:3][C:4]1[CH:5]=[C:6]([CH2:11][NH:12][C:13](=[O:15])[CH3:14])[CH:7]=[N:8][C:9]=1[Cl:10].I[CH3:17]. (5) Given the product [Cl:24][C:25]1[CH:30]=[C:29]([NH:2][C@@H:3]2[CH2:4][CH2:5][C@H:6]([C:9]([NH:11][CH:12]([CH3:14])[CH3:13])=[O:10])[CH2:7][CH2:8]2)[C:28]([N+:32]([O-:34])=[O:33])=[CH:27][N:26]=1, predict the reactants needed to synthesize it. The reactants are: Cl.[NH2:2][C@@H:3]1[CH2:8][CH2:7][C@H:6]([C:9]([NH:11][CH:12]([CH3:14])[CH3:13])=[O:10])[CH2:5][CH2:4]1.CCN(C(C)C)C(C)C.[Cl:24][C:25]1[CH:30]=[C:29](Cl)[C:28]([N+:32]([O-:34])=[O:33])=[CH:27][N:26]=1. (6) The reactants are: [F:1][C:2]1[CH:7]=[CH:6][CH:5]=[C:4]([F:8])[C:3]=1[CH2:9][C:10]([OH:12])=O.C(Cl)(=O)C(Cl)=O.[NH2:19][C:20](=[N:26]O)[C:21]([O:23][CH2:24][CH3:25])=[O:22].C(N(CC)C(C)C)(C)C. Given the product [F:8][C:4]1[CH:5]=[CH:6][CH:7]=[C:2]([F:1])[C:3]=1[CH2:9][C:10]1[O:12][N:26]=[C:20]([C:21]([O:23][CH2:24][CH3:25])=[O:22])[N:19]=1, predict the reactants needed to synthesize it. (7) Given the product [CH3:34][N:35]([CH3:39])[C:36](=[O:37])[O:24][CH2:23][CH:12]1[N:11]([S:8]([C:5]2[CH:6]=[CH:7][C:2]([Cl:1])=[CH:3][CH:4]=2)(=[O:10])=[O:9])[CH:20]([CH2:21][CH3:22])[CH2:19][C:14]2([O:18][CH2:17][CH2:16][O:15]2)[CH2:13]1, predict the reactants needed to synthesize it. The reactants are: [Cl:1][C:2]1[CH:7]=[CH:6][C:5]([S:8]([N:11]2[CH:20]([CH2:21][CH3:22])[CH2:19][C:14]3([O:18][CH2:17][CH2:16][O:15]3)[CH2:13][CH:12]2[CH2:23][OH:24])(=[O:10])=[O:9])=[CH:4][CH:3]=1.C(N(CC)CC)C.N#N.[CH3:34][N:35]([CH3:39])[C:36](Cl)=[O:37].